From a dataset of Full USPTO retrosynthesis dataset with 1.9M reactions from patents (1976-2016). Predict the reactants needed to synthesize the given product. (1) Given the product [CH:1]1([C@H:7]2[CH2:12][C@H:11]([C:13]3[O:20][NH:27][C:15](=[O:16])[CH:14]=3)[CH2:10][CH2:9][N:8]2[C:21]([O:23][CH3:24])=[O:22])[CH2:6][CH2:5][CH2:4][CH2:3][CH2:2]1, predict the reactants needed to synthesize it. The reactants are: [CH:1]1([C@H:7]2[CH2:12][C@H:11]([C:13](=[O:20])[CH2:14][C:15](OCC)=[O:16])[CH2:10][CH2:9][N:8]2[C:21]([O:23][CH3:24])=[O:22])[CH2:6][CH2:5][CH2:4][CH2:3][CH2:2]1.[OH-].[Na+].[NH2:27]O.Cl. (2) Given the product [CH3:20][NH:21][C:27](=[O:22])[C:3]1[CH:8]=[CH:7][CH:6]=[CH:5][C:4]=1[NH:16][CH3:17], predict the reactants needed to synthesize it. The reactants are: CO[C:3]1[CH:8]=[C:7](C2CCN(C)CC2)[CH:6]=[CH:5][C:4]=1[NH:16][C:17](=O)C.[CH3:20][NH2:21].[O:22]1[CH2:27]COCC1. (3) The reactants are: Br[C:2]1[C:3]([Cl:18])=[C:4]([NH:10][C:11](=[O:17])[O:12][C:13]([CH3:16])([CH3:15])[CH3:14])[CH:5]=[C:6]([C:8]#[N:9])[CH:7]=1.[CH3:19][N:20]([CH3:36])[C:21]([CH:23]1[CH2:28][NH:27][CH2:26][CH2:25][N:24]1[C:29]([O:31][C:32]([CH3:35])([CH3:34])[CH3:33])=[O:30])=[O:22].C1C=CC(P(C2C(C3C(P(C4C=CC=CC=4)C4C=CC=CC=4)=CC=C4C=3C=CC=C4)=C3C(C=CC=C3)=CC=2)C2C=CC=CC=2)=CC=1.C([O-])([O-])=O.[Cs+].[Cs+]. Given the product [C:13]([O:12][C:11]([NH:10][C:4]1[C:3]([Cl:18])=[C:2]([N:27]2[CH2:26][CH2:25][N:24]([C:29]([O:31][C:32]([CH3:33])([CH3:34])[CH3:35])=[O:30])[CH:23]([C:21](=[O:22])[N:20]([CH3:36])[CH3:19])[CH2:28]2)[CH:7]=[C:6]([C:8]#[N:9])[CH:5]=1)=[O:17])([CH3:16])([CH3:15])[CH3:14], predict the reactants needed to synthesize it.